Task: Predict the reactants needed to synthesize the given product.. Dataset: Full USPTO retrosynthesis dataset with 1.9M reactions from patents (1976-2016) (1) Given the product [C:11]([CH:2]([NH2:1])[CH2:3][NH:4][CH2:5][C:6]([OH:8])=[O:7])([O:12][C:13]([CH3:14])([CH3:18])[CH3:30])=[O:27].[CH:16]1[CH:15]=[C:14]2[C:22]([C:33]([OH:32])([OH:7])[C:34](=[O:29])[C:13]2=[CH:18][CH:17]=1)=[O:9], predict the reactants needed to synthesize it. The reactants are: [NH2:1][CH2:2][CH2:3][NH:4][CH2:5][C:6]([OH:8])=[O:7].[OH-:9].[Na+].[C:11](=[O:27])([O-])[O:12][C:13]1[CH:18]=[CH:17][C:16]([N+]([O-])=O)=[CH:15][C:14]=1[C:22](C)(C)C.Cl.[O:29]1[CH2:34][CH2:33][O:32]C[CH2:30]1. (2) Given the product [C:12]([C:11]1[C:14]([C:16]2[CH:21]=[CH:20][C:19]([CH3:22])=[CH:18][CH:17]=2)=[CH:15][C:8]([C:3]2[CH:4]=[CH:5][CH:6]=[CH:7][C:2]=2[C:34]([O:37][CH3:38])=[O:36])=[N:9][C:10]=1[CH2:23][CH:24]([CH3:26])[CH3:25])#[N:13], predict the reactants needed to synthesize it. The reactants are: Br[C:2]1[CH:7]=[CH:6][CH:5]=[CH:4][C:3]=1[C:8]1[CH:15]=[C:14]([C:16]2[CH:21]=[CH:20][C:19]([CH3:22])=[CH:18][CH:17]=2)[C:11]([C:12]#[N:13])=[C:10]([CH2:23][CH:24]([CH3:26])[CH3:25])[N:9]=1.C(N(CC)CC)C.[C:34]([O:37][CH2:38]C)(=[O:36])C. (3) Given the product [OH:1][CH:2]1[CH2:6][CH2:5][N:4]([C:7]([N:9]2[CH2:14][CH:13]([C:15]3[CH:20]=[CH:19][C:18]([O:21][C:22]([F:25])([F:23])[F:24])=[CH:17][CH:16]=3)[CH2:12][CH:11]([C:26]3[O:28][N:35]=[C:31]([CH2:32][O:33][CH3:34])[N:30]=3)[CH2:10]2)=[O:8])[CH2:3]1, predict the reactants needed to synthesize it. The reactants are: [OH:1][CH:2]1[CH2:6][CH2:5][N:4]([C:7]([N:9]2[CH2:14][CH:13]([C:15]3[CH:20]=[CH:19][C:18]([O:21][C:22]([F:25])([F:24])[F:23])=[CH:17][CH:16]=3)[CH2:12][CH:11]([C:26]([OH:28])=O)[CH2:10]2)=[O:8])[CH2:3]1.O[N:30]=[C:31]([NH2:35])[CH2:32][O:33][CH3:34]. (4) Given the product [CH2:14]([O:11][C:8]1[CH:9]=[CH:10][C:2]([F:1])=[C:3]([CH:7]=1)[C:4]([OH:6])=[O:5])[C:15]1[CH:20]=[CH:19][CH:18]=[CH:17][CH:16]=1, predict the reactants needed to synthesize it. The reactants are: [F:1][C:2]1[CH:10]=[CH:9][C:8]([OH:11])=[CH:7][C:3]=1[C:4]([OH:6])=[O:5].[H-].[Na+].[CH2:14](Br)[C:15]1[CH:20]=[CH:19][CH:18]=[CH:17][CH:16]=1. (5) Given the product [CH3:1][N:2]([C:14]1[N:23]=[C:22]([NH2:24])[C:21]2[C:16](=[CH:17][C:18]([O:27][CH3:28])=[C:19]([O:25][CH3:26])[CH:20]=2)[N:15]=1)[CH2:3][CH2:4][CH2:5][NH:6][C:7]([CH:9]1[O:13][CH2:12][CH2:11][CH2:10]1)=[O:8].[ClH:29], predict the reactants needed to synthesize it. The reactants are: [CH3:1][N:2]([C:14]1[N:23]=[C:22]([NH2:24])[C:21]2[C:16](=[CH:17][C:18]([O:27][CH3:28])=[C:19]([O:25][CH3:26])[CH:20]=2)[N:15]=1)[CH2:3][CH2:4][CH2:5][NH:6][C:7]([CH:9]1[O:13][CH2:12][CH2:11][CH2:10]1)=[O:8].[Cl:29]CCl.Cl. (6) Given the product [CH3:3][C:4]1([CH3:11])[NH:8][C:7](=[O:9])[CH:6]([C:13]2[CH:18]=[CH:17][CH:16]=[C:15]([CH3:19])[CH:14]=2)[C:5]1=[O:10], predict the reactants needed to synthesize it. The reactants are: [OH-].[Na+].[CH3:3][C:4]1([CH3:11])[NH:8][C:7](=[O:9])[CH2:6][C:5]1=[O:10].Br[C:13]1[CH:14]=[C:15]([CH3:19])[CH:16]=[CH:17][CH:18]=1.C1(P(C2C=CC=CC=2)C2C=CC=CC=2)C=CC=CC=1.Cl.